Dataset: Peptide-MHC class II binding affinity with 134,281 pairs from IEDB. Task: Regression. Given a peptide amino acid sequence and an MHC pseudo amino acid sequence, predict their binding affinity value. This is MHC class II binding data. (1) The peptide sequence is YVAWMSATAALAREA. The MHC is HLA-DPA10301-DPB10402 with pseudo-sequence HLA-DPA10301-DPB10402. The binding affinity (normalized) is 0.395. (2) The peptide sequence is LITAAAVTLWENGASSVW. The MHC is DRB1_1101 with pseudo-sequence DRB1_1101. The binding affinity (normalized) is 0.0341. (3) The peptide sequence is ASVGKMIDGIGRFYI. The binding affinity (normalized) is 0.439. The MHC is DRB1_1101 with pseudo-sequence DRB1_1101. (4) The peptide sequence is KRWIILGLNKIVRMYSPTSI. The MHC is HLA-DQA10301-DQB10302 with pseudo-sequence HLA-DQA10301-DQB10302. The binding affinity (normalized) is 0.0737. (5) The peptide sequence is NSYIAEMETESWIVDKK. The MHC is HLA-DQA10201-DQB10402 with pseudo-sequence HLA-DQA10201-DQB10402. The binding affinity (normalized) is 0.226.